From a dataset of Peptide-MHC class I binding affinity with 185,985 pairs from IEDB/IMGT. Regression. Given a peptide amino acid sequence and an MHC pseudo amino acid sequence, predict their binding affinity value. This is MHC class I binding data. (1) The peptide sequence is VSSVNTTSKM. The MHC is HLA-B58:01 with pseudo-sequence HLA-B58:01. The binding affinity (normalized) is 0.327. (2) The peptide sequence is ALDISFTGA. The MHC is HLA-B08:01 with pseudo-sequence HLA-B08:01. The binding affinity (normalized) is 0.213. (3) The peptide sequence is LTTVFIKYV. The MHC is HLA-A68:02 with pseudo-sequence HLA-A68:02. The binding affinity (normalized) is 0.464.